From a dataset of Reaction yield outcomes from USPTO patents with 853,638 reactions. Predict the reaction yield, written as a fraction of the theoretical maximum amount of product (1.0 means a 100% yield; for example, 0.34 means a 34% yield). (1) The reactants are [Cl:1][C:2]1[C:7](B2OC(C)(C)C(C)(C)O2)=[CH:6][N:5]=[C:4]2[N:17]([CH2:27][O:28][CH2:29][CH2:30][Si:31]([CH3:34])([CH3:33])[CH3:32])[CH:18]=[C:19]([C:20]3[CH:25]=[CH:24][C:23]([F:26])=[CH:22][CH:21]=3)[C:3]=12.[CH3:35][N:36]([CH3:46])[C:37]([C:39]1[CH:44]=[N:43][CH:42]=[C:41](Cl)[N:40]=1)=[O:38].C(=O)(O)[O-].[Na+]. The catalyst is C(#N)C.C1(C)C=CC=CC=1.ClCCl.[Pd](Cl)Cl.C1(P(C2C=CC=CC=2)[C-]2C=CC=C2)C=CC=CC=1.[C-]1(P(C2C=CC=CC=2)C2C=CC=CC=2)C=CC=C1.[Fe+2]. The product is [CH3:35][N:36]([CH3:46])[C:37]([C:39]1[CH:44]=[N:43][CH:42]=[C:41]([C:7]2[C:2]([Cl:1])=[C:3]3[C:19]([C:20]4[CH:21]=[CH:22][C:23]([F:26])=[CH:24][CH:25]=4)=[CH:18][N:17]([CH2:27][O:28][CH2:29][CH2:30][Si:31]([CH3:32])([CH3:34])[CH3:33])[C:4]3=[N:5][CH:6]=2)[N:40]=1)=[O:38]. The yield is 0.970. (2) The reactants are [C:1]([O:5][C:6]([NH:8][C@H:9]1[CH2:14][CH2:13][C@@H:12]([CH2:15]O)[CH2:11][CH2:10]1)=[O:7])([CH3:4])([CH3:3])[CH3:2].C1(P(C2C=CC=CC=2)C2C=CC=CC=2)C=CC=CC=1.[C:36]1(=[O:46])[NH:40][C:39](=[O:41])[C:38]2=[CH:42][CH:43]=[CH:44][CH:45]=[C:37]12.N(C(OC(C)C)=O)=NC(OC(C)C)=O. The catalyst is C1COCC1. The product is [C:1]([O:5][C:6]([NH:8][C@H:9]1[CH2:10][CH2:11][C@@H:12]([CH2:15][N:40]2[C:39](=[O:41])[C:38]3[CH:42]=[CH:43][CH:44]=[CH:45][C:37]=3[C:36]2=[O:46])[CH2:13][CH2:14]1)=[O:7])([CH3:2])([CH3:3])[CH3:4]. The yield is 0.620. (3) The reactants are [CH3:1][N:2]1[CH2:7][CH2:6][CH2:5][C@@H:4]([CH2:8][OH:9])[CH2:3]1.Cl[N:11]([C:19]1[C:28]2[C:23](=[CH:24][C:25](O)=[C:26]([O:29][CH3:30])[CH:27]=2)[N:22]=[CH:21][N:20]=1)[C:12]1[CH:17]=[CH:16][CH:15]=[CH:14][C:13]=1[F:18].C1(P(C2C=CC=CC=2)C2C=CC=CC=2)C=CC=CC=1.N(C(OCC)=O)=NC(OCC)=O.C(Cl)[Cl:64]. No catalyst specified. The product is [Cl:64][C:15]1[CH:16]=[CH:17][C:12]([NH:11][C:19]2[C:28]3[C:23](=[CH:24][C:25]([O:9][CH2:8][C@@H:4]4[CH2:5][CH2:6][CH2:7][N:2]([CH3:1])[CH2:3]4)=[C:26]([O:29][CH3:30])[CH:27]=3)[N:22]=[CH:21][N:20]=2)=[C:13]([F:18])[CH:14]=1. The yield is 0.520.